Predict the reaction yield, written as a fraction of the theoretical maximum amount of product (1.0 means a 100% yield; for example, 0.34 means a 34% yield). From a dataset of Reaction yield outcomes from USPTO patents with 853,638 reactions. The reactants are [CH3:1][O:2][C:3]1[CH:4]=[C:5]2[O:9][C:8]([C:10]3[N:11]=[C:12]4[N:16]([CH:17]=3)[N:15]=[C:14]([O:18][CH3:19])[S:13]4)=[CH:7][C:6]2=[C:20]([OH:22])[CH:21]=1.C1(P(C2C=CC=CC=2)C2C=CC=CC=2)C=CC=CC=1.[N:42]1[CH:47]=[CH:46][CH:45]=[N:44][C:43]=1[C:48]1[CH:49]=[C:50]([CH2:54]O)[CH:51]=[CH:52][CH:53]=1.N(C(OC(C)C)=O)=NC(OC(C)C)=O. The catalyst is C1COCC1.C(Cl)Cl.C1C=CC=CC=1. The product is [CH3:19][O:18][C:14]1[S:13][C:12]2=[N:11][C:10]([C:8]3[O:9][C:5]4[CH:4]=[C:3]([O:2][CH3:1])[CH:21]=[C:20]([O:22][CH2:54][C:50]5[CH:51]=[CH:52][CH:53]=[C:48]([C:43]6[N:42]=[CH:47][CH:46]=[CH:45][N:44]=6)[CH:49]=5)[C:6]=4[CH:7]=3)=[CH:17][N:16]2[N:15]=1. The yield is 0.440.